This data is from Peptide-MHC class I binding affinity with 185,985 pairs from IEDB/IMGT. The task is: Regression. Given a peptide amino acid sequence and an MHC pseudo amino acid sequence, predict their binding affinity value. This is MHC class I binding data. (1) The peptide sequence is PHPVVVRTL. The MHC is HLA-B07:02 with pseudo-sequence HLA-B07:02. The binding affinity (normalized) is 0.0847. (2) The binding affinity (normalized) is 0.405. The MHC is HLA-B44:02 with pseudo-sequence HLA-B44:02. The peptide sequence is LEDFKPRSQM. (3) The peptide sequence is YTYSGLFCVV. The MHC is HLA-A02:01 with pseudo-sequence HLA-A02:01. The binding affinity (normalized) is 1.00. (4) The MHC is HLA-A02:06 with pseudo-sequence HLA-A02:06. The peptide sequence is VITDQTVNI. The binding affinity (normalized) is 0.340.